Dataset: Forward reaction prediction with 1.9M reactions from USPTO patents (1976-2016). Task: Predict the product of the given reaction. Given the reactants [C:1]([O:5][C:6]([NH:8][C:9]1([C:18]([OH:20])=[O:19])[C:17]2[C:12](=[CH:13][CH:14]=[CH:15][CH:16]=2)[CH2:11][CH2:10]1)=[O:7])([CH3:4])([CH3:3])[CH3:2].C1(N=C=NC2CCCCC2)CCCCC1.O.ON1C2C=CC=CC=2N=N1.[N:47]12[CH2:54][CH2:53][CH:50]([CH2:51][CH2:52]1)[C@@H:49](O)[CH2:48]2, predict the reaction product. The product is: [C:1]([O:5][C:6]([NH:8][C:9]1([C:18]([O:20][C@@H:49]2[CH:50]3[CH2:53][CH2:54][N:47]([CH2:52][CH2:51]3)[CH2:48]2)=[O:19])[C:17]2[C:12](=[CH:13][CH:14]=[CH:15][CH:16]=2)[CH2:11][CH2:10]1)=[O:7])([CH3:4])([CH3:2])[CH3:3].